From a dataset of Forward reaction prediction with 1.9M reactions from USPTO patents (1976-2016). Predict the product of the given reaction. (1) Given the reactants [OH-].[Na+].[F:3][C:4]1([F:44])[CH2:6][CH:5]1[C:7]1[CH:12]=[C:11]([CH2:13][N:14]2[CH2:17][C:16]3([CH2:21][C:20]([N:22]4[CH2:27][CH2:26][C:25]([CH3:33])([C:28]([O:30]CC)=[O:29])[CH2:24][CH2:23]4)=[N:19][O:18]3)[CH2:15]2)[CH:10]=[C:9]([O:34][CH2:35][CH3:36])[C:8]=1[C:37]1[CH:42]=[CH:41][C:40]([F:43])=[CH:39][CH:38]=1.Cl, predict the reaction product. The product is: [F:44][C:4]1([F:3])[CH2:6][CH:5]1[C:7]1[CH:12]=[C:11]([CH2:13][N:14]2[CH2:17][C:16]3([CH2:21][C:20]([N:22]4[CH2:27][CH2:26][C:25]([CH3:33])([C:28]([OH:30])=[O:29])[CH2:24][CH2:23]4)=[N:19][O:18]3)[CH2:15]2)[CH:10]=[C:9]([O:34][CH2:35][CH3:36])[C:8]=1[C:37]1[CH:38]=[CH:39][C:40]([F:43])=[CH:41][CH:42]=1. (2) Given the reactants Cl[C:2]1[CH:3]=[CH:4][C:5]2[N:6]([C:8]([C:11]3[CH:19]=[CH:18][C:14]([C:15]([NH2:17])=[O:16])=[CH:13][CH:12]=3)=[CH:9][N:10]=2)[N:7]=1.[CH3:20][O:21][C:22]1[CH:27]=[CH:26][CH:25]=[CH:24][C:23]=1B(O)O, predict the reaction product. The product is: [CH3:20][O:21][C:22]1[CH:27]=[CH:26][CH:25]=[CH:24][C:23]=1[C:2]1[CH:3]=[CH:4][C:5]2[N:6]([C:8]([C:11]3[CH:19]=[CH:18][C:14]([C:15]([NH2:17])=[O:16])=[CH:13][CH:12]=3)=[CH:9][N:10]=2)[N:7]=1. (3) The product is: [C:29]([OH:34])(=[O:33])[C:30]([OH:32])=[O:31].[N:1]12[CH2:6][CH2:5][CH:4]([CH2:7][CH2:8]1)[C@@H:3]([NH:9][C:10]([C:12]1[O:13][C:14]3[C:20]([C:21]4[CH:26]=[CH:25][CH:24]=[CH:23][C:22]=4[O:27][CH3:28])=[CH:19][CH:18]=[CH:17][C:15]=3[CH:16]=1)=[O:11])[CH2:2]2. Given the reactants [N:1]12[CH2:8][CH2:7][CH:4]([CH2:5][CH2:6]1)[C@@H:3]([NH:9][C:10]([C:12]1[O:13][C:14]3[C:20]([C:21]4[CH:26]=[CH:25][CH:24]=[CH:23][C:22]=4[O:27][CH3:28])=[CH:19][CH:18]=[CH:17][C:15]=3[CH:16]=1)=[O:11])[CH2:2]2.[C:29]([OH:34])(=[O:33])[C:30]([OH:32])=[O:31], predict the reaction product. (4) Given the reactants [CH3:1][O:2][C:3]([NH:5][C@H:6]([C:10]([N:12]1[CH2:16][C@@H:15]([CH3:17])[CH2:14][C@H:13]1[C:18]1[NH:22][C:21]2[C:23]3[C:28]([CH:29]=[CH:30][C:20]=2[N:19]=1)=[CH:27][C:26]1[C:31]2[C:36]([CH2:37][O:38][C:25]=1[CH:24]=3)=[CH:35][C:34]([C:39]1[NH:43][C:42]([C@@H:44]3[CH2:48][C@H:47]([CH3:49])[CH2:46][N:45]3C(OC(C)(C)C)=O)=[N:41][CH:40]=1)=[CH:33][CH:32]=2)=[O:11])[CH:7]([CH3:9])[CH3:8])=[O:4].Cl, predict the reaction product. The product is: [CH3:1][O:2][C:3](=[O:4])[NH:5][C@@H:6]([CH:7]([CH3:9])[CH3:8])[C:10]([N:12]1[CH2:16][C@@H:15]([CH3:17])[CH2:14][C@H:13]1[C:18]1[NH:22][C:21]2[C:23]3[C:28]([CH:29]=[CH:30][C:20]=2[N:19]=1)=[CH:27][C:26]1[C:31]2[C:36]([CH2:37][O:38][C:25]=1[CH:24]=3)=[CH:35][C:34]([C:39]1[NH:43][C:42]([C@@H:44]3[CH2:48][C@H:47]([CH3:49])[CH2:46][NH:45]3)=[N:41][CH:40]=1)=[CH:33][CH:32]=2)=[O:11]. (5) Given the reactants [S:1]1[CH:5]=[CH:4][N:3]=[C:2]1[C:6]1[CH:7]=[N:8][CH:9]=[CH:10][CH:11]=1.[Br-].[N:13]1[CH:18]=[CH:17][CH:16]=[CH:15][CH:14]=1.F[B-](F)(F)F.C1([PH+](C2CCCCC2)C2CCCCC2)CCCCC1.[C:43]([OH:49])(=O)C(C)(C)C.C(=O)([O-])[O-].[K+].[K+].C[C:57]([N:59](C)C)=O, predict the reaction product. The product is: [CH3:43][O:49][N:59]=[CH:57][C:14]1[CH:15]=[CH:16][CH:17]=[C:18]([C:5]2[S:1][C:2]([C:6]3[CH:7]=[N:8][CH:9]=[CH:10][CH:11]=3)=[N:3][CH:4]=2)[N:13]=1. (6) Given the reactants [Cl:1][C:2]1[CH:3]=[C:4]([CH:9]=[CH:10][C:11]=1[N:12]1[C:17]([CH3:18])=[CH:16][C:15]([O:19][CH2:20][C:21]2[CH:26]=[CH:25][C:24]([F:27])=[CH:23][C:22]=2[F:28])=[CH:14][C:13]1=[O:29])[C:5]([O:7][CH3:8])=[O:6].[Br:30]N1C(=O)CCC1=O, predict the reaction product. The product is: [Br:30][C:14]1[C:13](=[O:29])[N:12]([C:11]2[CH:10]=[CH:9][C:4]([C:5]([O:7][CH3:8])=[O:6])=[CH:3][C:2]=2[Cl:1])[C:17]([CH3:18])=[CH:16][C:15]=1[O:19][CH2:20][C:21]1[CH:26]=[CH:25][C:24]([F:27])=[CH:23][C:22]=1[F:28]. (7) Given the reactants C(OC([N:8]1[CH2:13][CH2:12][N:11]([C:14]2[CH:15]=[CH:16][C:17]([O:38][C:39]([F:42])([F:41])[F:40])=[C:18]([NH:20][C:21]3[N:30]=[CH:29][C:28]4[CH2:27][CH2:26][C:25]5[C:31]([C:35]([NH2:37])=[O:36])=[N:32][N:33]([CH3:34])[C:24]=5[C:23]=4[N:22]=3)[CH:19]=2)[CH2:10][CH2:9]1)=O)(C)(C)C, predict the reaction product. The product is: [N:11]1([C:14]2[CH:15]=[CH:16][C:17]([O:38][C:39]([F:40])([F:41])[F:42])=[C:18]([NH:20][C:21]3[N:30]=[CH:29][C:28]4[CH2:27][CH2:26][C:25]5[C:31]([C:35]([NH2:37])=[O:36])=[N:32][N:33]([CH3:34])[C:24]=5[C:23]=4[N:22]=3)[CH:19]=2)[CH2:10][CH2:9][NH:8][CH2:13][CH2:12]1. (8) Given the reactants Cl[C:2]1[NH:3][C:4](=[O:12])[C:5]2[CH:10]=[N:9][N:8]([CH3:11])[C:6]=2[N:7]=1.[F:13][C:14]([F:25])([F:24])[C:15]1[N:20]=[CH:19][C:18](B(O)O)=[CH:17][CH:16]=1.C(=O)([O-])[O-].[Na+].[Na+].CN(C=O)C, predict the reaction product. The product is: [CH3:11][N:8]1[C:6]2[N:7]=[C:2]([C:18]3[CH:19]=[N:20][C:15]([C:14]([F:25])([F:24])[F:13])=[CH:16][CH:17]=3)[NH:3][C:4](=[O:12])[C:5]=2[CH:10]=[N:9]1. (9) Given the reactants [F:1][C:2]1[C:7]([N+:8]([O-:10])=[O:9])=[CH:6][CH:5]=[CH:4][C:3]=1[CH3:11].[Br:12]N1C(=O)CCC1=O, predict the reaction product. The product is: [Br:12][CH2:11][C:3]1[CH:4]=[CH:5][CH:6]=[C:7]([N+:8]([O-:10])=[O:9])[C:2]=1[F:1].